From a dataset of Forward reaction prediction with 1.9M reactions from USPTO patents (1976-2016). Predict the product of the given reaction. (1) Given the reactants [Cl:1][C:2]1[CH:3]=[C:4]([C:10]2[CH:14]=[CH:13][N:12]([CH2:15][C@H:16]([NH:18][C:19]([C:21]3[N:22]=[C:23]([CH:26]4[CH2:31][CH2:30][NH:29][CH2:28][CH2:27]4)[S:24][CH:25]=3)=[O:20])[CH3:17])[N:11]=2)[CH:5]=[CH:6][C:7]=1[C:8]#[N:9].N1C=CC=CC=1.[CH3:38][S:39](Cl)(=[O:41])=[O:40].O, predict the reaction product. The product is: [Cl:1][C:2]1[CH:3]=[C:4]([C:10]2[CH:14]=[CH:13][N:12]([CH2:15][C@H:16]([NH:18][C:19]([C:21]3[N:22]=[C:23]([CH:26]4[CH2:31][CH2:30][N:29]([S:39]([CH3:38])(=[O:41])=[O:40])[CH2:28][CH2:27]4)[S:24][CH:25]=3)=[O:20])[CH3:17])[N:11]=2)[CH:5]=[CH:6][C:7]=1[C:8]#[N:9]. (2) Given the reactants [O:1]=[C:2]1[CH2:6][CH2:5][C@@H:4]([C:7]([OH:9])=[O:8])[CH2:3]1.C[Li].[CH2:12](OCC)C, predict the reaction product. The product is: [OH:1][C:2]1([CH3:12])[CH2:6][CH2:5][C@@H:4]([C:7]([OH:9])=[O:8])[CH2:3]1. (3) The product is: [CH2:25]([C:11]1([C:14]([C:16]2[CH:17]=[C:18]3[C:22](=[CH:23][CH:24]=2)[NH:21][CH:20]=[CH:19]3)=[O:15])[CH2:12][CH2:13][NH:9][CH2:10]1)[C:26]1[CH:31]=[CH:30][CH:29]=[CH:28][CH:27]=1. Given the reactants Cl.C(OC([N:9]1[CH2:13][CH2:12][C:11]([CH2:25][C:26]2[CH:31]=[CH:30][CH:29]=[CH:28][CH:27]=2)([C:14]([C:16]2[CH:17]=[C:18]3[C:22](=[CH:23][CH:24]=2)[NH:21][CH:20]=[CH:19]3)=[O:15])[CH2:10]1)=O)(C)(C)C, predict the reaction product. (4) Given the reactants [C:1]1([C@H:13]2[CH2:18][CH2:17][C@H:16]([CH:19]=[N:20]O)[CH2:15][CH2:14]2)[N:2]=[N:3][N:4]2[C:9]=1[C:8]1[CH:10]=[CH:11][NH:12][C:7]=1[N:6]=[CH:5]2.FC(F)(F)S(OS(C(F)(F)F)(=O)=O)(=O)=O.N12CCCN=C1CCCCC2.O, predict the reaction product. The product is: [C:1]1([C@H:13]2[CH2:14][CH2:15][C@H:16]([C:19]#[N:20])[CH2:17][CH2:18]2)[N:2]=[N:3][N:4]2[C:9]=1[C:8]1[CH:10]=[CH:11][NH:12][C:7]=1[N:6]=[CH:5]2. (5) Given the reactants Br[C:2]1[CH:3]=[C:4]([CH:26]=[C:27]([C:29]2[CH:30]=[N:31][CH:32]=[CH:33][CH:34]=2)[CH:28]=1)[C:5]([N:7]1[CH2:12][CH2:11][CH:10]([N:13]2[CH2:25][CH2:24][CH2:23][C:15]3([C:19](=[O:20])[O:18][C:17]([CH3:22])([CH3:21])[CH2:16]3)[CH2:14]2)[CH2:9][CH2:8]1)=[O:6].[C:35]1(B(O)O)[CH:40]=[CH:39][CH:38]=[CH:37][CH:36]=1.C(=O)([O-])[O-].[Na+].[Na+].C(OCC)(=O)C, predict the reaction product. The product is: [CH3:21][C:17]1([CH3:22])[CH2:16][C:15]2([CH2:23][CH2:24][CH2:25][N:13]([CH:10]3[CH2:11][CH2:12][N:7]([C:5]([C:4]4[CH:3]=[C:2]([C:35]5[CH:40]=[CH:39][CH:38]=[CH:37][CH:36]=5)[CH:28]=[C:27]([C:29]5[CH:30]=[N:31][CH:32]=[CH:33][CH:34]=5)[CH:26]=4)=[O:6])[CH2:8][CH2:9]3)[CH2:14]2)[C:19](=[O:20])[O:18]1. (6) Given the reactants [F:1][C:2]1[CH:7]=[CH:6][C:5]([C:8]2[CH:13]=[CH:12][C:11]([F:14])=[CH:10][CH:9]=2)=[C:4]([N+:15]([O-])=O)[CH:3]=1.C1(P(C2C=CC=CC=2)C2C=CC=CC=2)C=CC=CC=1, predict the reaction product. The product is: [F:1][C:2]1[CH:7]=[CH:6][C:5]2[C:8]3[C:13](=[CH:12][C:11]([F:14])=[CH:10][CH:9]=3)[NH:15][C:4]=2[CH:3]=1. (7) Given the reactants [O:1]1[CH2:5][CH2:4][CH:3]([OH:6])[CH2:2]1.[CH3:7][C:8]1[CH:13]=[CH:12][C:11]([S:14](Cl)(=[O:16])=[O:15])=[CH:10][CH:9]=1.Cl, predict the reaction product. The product is: [CH3:7][C:8]1[CH:13]=[CH:12][C:11]([S:14]([O:6][CH:3]2[CH2:4][CH2:5][O:1][CH2:2]2)(=[O:16])=[O:15])=[CH:10][CH:9]=1. (8) Given the reactants [Br:1][C:2]1[CH:10]=[C:9]2[C:5]([CH:6]=[C:7]([CH2:11][OH:12])[NH:8]2)=[CH:4][CH:3]=1, predict the reaction product. The product is: [Br:1][C:2]1[CH:10]=[C:9]2[C:5]([CH:6]=[C:7]([CH:11]=[O:12])[NH:8]2)=[CH:4][CH:3]=1. (9) Given the reactants [Cl:1][C:2]1[CH:7]=[C:6]2[NH:8][C:9](=[O:41])[C:10]3([CH:15]([C:16]4[CH:21]=[C:20]([Cl:22])[C:19]([F:23])=[CH:18][C:17]=4[O:24][C:25]([C:28]([O:30][CH3:31])=[O:29])([CH3:27])[CH3:26])[CH2:14][C:13](=O)[NH:12][CH:11]3[C:33]3[CH:38]=[C:37]([F:39])[CH:36]=[CH:35][C:34]=3[CH3:40])[C:5]2=[CH:4][CH:3]=1.P12(SP3(SP(SP(S3)(S1)=S)(=S)S2)=S)=[S:43], predict the reaction product. The product is: [Cl:1][C:2]1[CH:7]=[C:6]2[NH:8][C:9](=[O:41])[C:10]3([CH:15]([C:16]4[CH:21]=[C:20]([Cl:22])[C:19]([F:23])=[CH:18][C:17]=4[O:24][C:25]([C:28]([O:30][CH3:31])=[O:29])([CH3:27])[CH3:26])[CH2:14][C:13](=[S:43])[NH:12][CH:11]3[C:33]3[CH:38]=[C:37]([F:39])[CH:36]=[CH:35][C:34]=3[CH3:40])[C:5]2=[CH:4][CH:3]=1. (10) Given the reactants [NH2:1][C:2]1[N:7]=[C:6]([CH3:8])[C:5]([CH2:9][C:10]2[CH:11]=[C:12]([CH2:18][C:19]([OH:21])=[O:20])[CH:13]=[CH:14][C:15]=2[O:16][CH3:17])=[C:4]([NH:22][CH2:23][CH2:24][CH2:25][CH2:26][CH3:27])[N:3]=1.[CH3:28]O, predict the reaction product. The product is: [NH2:1][C:2]1[N:7]=[C:6]([CH3:8])[C:5]([CH2:9][C:10]2[CH:11]=[C:12]([CH2:18][C:19]([O:21][CH3:28])=[O:20])[CH:13]=[CH:14][C:15]=2[O:16][CH3:17])=[C:4]([NH:22][CH2:23][CH2:24][CH2:25][CH2:26][CH3:27])[N:3]=1.